This data is from Full USPTO retrosynthesis dataset with 1.9M reactions from patents (1976-2016). The task is: Predict the reactants needed to synthesize the given product. Given the product [NH2:19][C:3]1[CH:4]=[C:5]([CH:17]=[CH:18][C:2]=1[F:1])[CH2:6][NH:7][C:8]([C:10]1([C:13]([F:14])([F:15])[F:16])[CH2:11][CH2:12]1)=[O:9], predict the reactants needed to synthesize it. The reactants are: [F:1][C:2]1[CH:18]=[CH:17][C:5]([CH2:6][NH:7][C:8]([C:10]2([C:13]([F:16])([F:15])[F:14])[CH2:12][CH2:11]2)=[O:9])=[CH:4][C:3]=1[N+:19]([O-])=O.[NH4+].[Cl-].